Dataset: Forward reaction prediction with 1.9M reactions from USPTO patents (1976-2016). Task: Predict the product of the given reaction. Given the reactants [N:1]1[CH:6]=[CH:5][CH:4]=[C:3]2[C:7](=[O:11])[O:8][C:9](=[O:10])[C:2]=12.[CH3:12][OH:13], predict the reaction product. The product is: [CH3:12][O:13][C:9]([C:2]1[N:1]=[CH:6][CH:5]=[CH:4][C:3]=1[C:7]([OH:11])=[O:8])=[O:10].[CH3:12][O:13][C:7]([C:3]1[C:2]([C:9]([OH:8])=[O:10])=[N:1][CH:6]=[CH:5][CH:4]=1)=[O:11].